This data is from Full USPTO retrosynthesis dataset with 1.9M reactions from patents (1976-2016). The task is: Predict the reactants needed to synthesize the given product. (1) Given the product [Br:12][C:13]1[N:14]=[C:15]([CH2:2][C:3]2[CH:4]=[C:5]([CH:8]=[CH:9][C:10]=2[F:11])[C:6]#[N:7])[CH:16]=[CH:17][CH:18]=1, predict the reactants needed to synthesize it. The reactants are: Br[CH2:2][C:3]1[CH:4]=[C:5]([CH:8]=[CH:9][C:10]=1[F:11])[C:6]#[N:7].[Br:12][C:13]1[CH:18]=[CH:17][CH:16]=[C:15](Br)[N:14]=1. (2) Given the product [I:12][C:2]1[C:6]([C:7]([O:9][CH2:10][CH3:11])=[O:8])=[CH:5][NH:4][N:3]=1, predict the reactants needed to synthesize it. The reactants are: N[C:2]1[C:6]([C:7]([O:9][CH2:10][CH3:11])=[O:8])=[CH:5][NH:4][N:3]=1.[I:12]CI.N(OCCC(C)C)=O. (3) Given the product [C:45]([C:31]1[CH:32]=[C:33]([C:39]2[CH:44]=[CH:43][CH:42]=[CH:41][CH:40]=2)[CH:34]=[C:35]2[C:30]=1[N:29]=[C:28]([C:26]([OH:27])=[O:25])[CH:37]=[C:36]2[OH:38])#[N:46], predict the reactants needed to synthesize it. The reactants are: COC(C1C=C(O)C2C(=C(OCC3C=CC=CC=3)C=CC=2)N=1)=O.C[O:25][C:26]([C:28]1[CH:37]=[C:36]([OH:38])[C:35]2[C:30](=[C:31]([C:45]#[N:46])[CH:32]=[C:33]([C:39]3[CH:44]=[CH:43][CH:42]=[CH:41][CH:40]=3)[CH:34]=2)[N:29]=1)=[O:27]. (4) The reactants are: [CH3:1][NH:2][C@H:3]([C:15]([NH:17][C@H:18]([C:23]([N:25]([C@@H:27]([CH:36]([CH3:38])[CH3:37])/[CH:28]=[C:29](\[CH3:35])/[C:30]([O:32]CC)=[O:31])[CH3:26])=[O:24])[C:19]([CH3:22])([CH3:21])[CH3:20])=[O:16])[C:4]([CH3:14])([CH3:13])[C:5]1[CH:10]=[CH:9][C:8]([CH3:11])=[C:7]([CH3:12])[CH:6]=1.[OH-].[Li+]. Given the product [CH3:1][NH:2][C@H:3]([C:15]([NH:17][C@H:18]([C:23]([N:25]([C@@H:27]([CH:36]([CH3:38])[CH3:37])/[CH:28]=[C:29](/[C:30]([OH:32])=[O:31])\[CH3:35])[CH3:26])=[O:24])[C:19]([CH3:21])([CH3:22])[CH3:20])=[O:16])[C:4]([CH3:14])([CH3:13])[C:5]1[CH:10]=[CH:9][C:8]([CH3:11])=[C:7]([CH3:12])[CH:6]=1, predict the reactants needed to synthesize it. (5) Given the product [F:43][C:11]1[CH:2]=[C:3]2[C:8](=[C:9]([N:12]3[CH2:13][CH2:14][CH:15]([NH2:18])[CH2:16][CH2:17]3)[CH:10]=1)[N:7]=[C:6]([C:26]1[N:30]3[CH:31]=[CH:32][C:33]([O:35][CH2:36][CH2:37][O:38][CH3:39])=[CH:34][C:29]3=[N:28][CH:27]=1)[CH:5]=[CH:4]2, predict the reactants needed to synthesize it. The reactants are: F[C:2]1[CH:11]=[CH:10][C:9]([N:12]2[CH2:17][CH2:16][CH:15]([NH:18]C(=O)OC(C)(C)C)[CH2:14][CH2:13]2)=[C:8]2[C:3]=1[CH:4]=[CH:5][C:6]([C:26]1[N:30]3[CH:31]=[CH:32][C:33]([O:35][CH2:36][CH2:37][O:38][CH3:39])=[CH:34][C:29]3=[N:28][CH:27]=1)=[N:7]2.C(O)(C(F)(F)[F:43])=O. (6) Given the product [CH3:6][CH2:7][C@@:8]1([OH:31])[C:13](=[O:14])[O:12][CH2:11][C:10]2[C:15]([N:17]3[C:29](=[CH:30][C:9]1=2)[C:28]1[N:27]=[C:26]2[C:21]([CH:22]=[CH:23][CH:24]=[CH:25]2)=[CH:20][C:19]=1[CH2:18]3)=[O:16], predict the reactants needed to synthesize it. The reactants are: NCC(O)=O.[CH3:6][CH2:7][C@@:8]1([OH:31])[C:13](=[O:14])[O:12][CH2:11][C:10]2[C:15]([N:17]3[C:29](=[CH:30][C:9]1=2)[C:28]1[N:27]=[C:26]2[C:21]([CH:22]=[CH:23][CH:24]=[CH:25]2)=[CH:20][C:19]=1[CH2:18]3)=[O:16].CN(C1C=CC=CN=1)C.C1(N=C=NC2CCCCC2)CCCCC1. (7) Given the product [F:1][C:2]1[CH:7]=[CH:6][C:5]([CH2:8][C:9]2[N:11]=[N:12][NH:13][N:10]=2)=[CH:4][CH:3]=1, predict the reactants needed to synthesize it. The reactants are: [F:1][C:2]1[CH:7]=[CH:6][C:5]([CH2:8][C:9]#[N:10])=[CH:4][CH:3]=1.[N-:11]=[N+:12]=[N-:13].[Na+].C(N(CC)CC)C.Cl. (8) Given the product [C:64]([CH2:65][CH2:66][NH:67][C:14](=[O:16])[C:13]1[CH:19]=[CH:20][CH:21]=[C:11]([C:7]2[N:6]3[CH:22]=[C:3]([CH:2]([OH:1])[C:23]4[CH:28]=[CH:27][CH:26]=[C:25]([C:29]([F:31])([F:30])[F:32])[CH:24]=4)[N:4]=[C:5]3[CH:10]=[CH:9][CH:8]=2)[CH:12]=1)#[N:63], predict the reactants needed to synthesize it. The reactants are: [OH:1][CH:2]([C:23]1[CH:28]=[CH:27][CH:26]=[C:25]([C:29]([F:32])([F:31])[F:30])[CH:24]=1)[C:3]1[N:4]=[C:5]2[CH:10]=[CH:9][CH:8]=[C:7]([C:11]3[CH:12]=[C:13]([CH:19]=[CH:20][CH:21]=3)[C:14]([O:16]CC)=O)[N:6]2[CH:22]=1.OC(C1C=CC=C(C(F)(F)F)C=1)C1N=C2C=CC=C(C3C=C(C=CC=3)C(O)=O)N2C=1.[NH2:63][CH2:64][CH2:65][C:66]#[N:67].